From a dataset of NCI-60 drug combinations with 297,098 pairs across 59 cell lines. Regression. Given two drug SMILES strings and cell line genomic features, predict the synergy score measuring deviation from expected non-interaction effect. Drug 1: C1CN1P(=S)(N2CC2)N3CC3. Drug 2: CC1CCCC2(C(O2)CC(NC(=O)CC(C(C(=O)C(C1O)C)(C)C)O)C(=CC3=CSC(=N3)C)C)C. Cell line: HS 578T. Synergy scores: CSS=50.9, Synergy_ZIP=-0.366, Synergy_Bliss=-2.05, Synergy_Loewe=-14.3, Synergy_HSA=-0.582.